From a dataset of TCR-epitope binding with 47,182 pairs between 192 epitopes and 23,139 TCRs. Binary Classification. Given a T-cell receptor sequence (or CDR3 region) and an epitope sequence, predict whether binding occurs between them. (1) The epitope is GTSGSPIVNR. The TCR CDR3 sequence is CASSLRLAGSNEQFF. Result: 0 (the TCR does not bind to the epitope). (2) The epitope is ILKEPVHGV. The TCR CDR3 sequence is CSASPVGGAYEQYF. Result: 0 (the TCR does not bind to the epitope).